This data is from Forward reaction prediction with 1.9M reactions from USPTO patents (1976-2016). The task is: Predict the product of the given reaction. (1) Given the reactants Cl.[NH:2]([C:4]1[CH:12]=[CH:11][C:7]([C:8]([OH:10])=[O:9])=[CH:6][CH:5]=1)N.Cl.O.[NH:15]1[CH2:20][CH2:19][C:18](=O)[CH2:17][CH2:16]1.[OH-].[Na+].[C:24](O[C:24]([O:26][C:27]([CH3:30])([CH3:29])[CH3:28])=[O:25])([O:26][C:27]([CH3:30])([CH3:29])[CH3:28])=[O:25], predict the reaction product. The product is: [C:27]([O:26][C:24]([N:15]1[CH2:20][CH2:19][C:18]2[NH:2][C:4]3[CH:12]=[CH:11][C:7]([C:8]([OH:10])=[O:9])=[CH:6][C:5]=3[C:17]=2[CH2:16]1)=[O:25])([CH3:30])([CH3:29])[CH3:28]. (2) Given the reactants [CH3:1][O:2][C:3]1[C:7]([O:8][CH3:9])=[CH:6][S:5][CH:4]=1.[CH2:10]([C:12]([CH2:17][CH3:18])(CO)CO)[CH3:11].C1(C)C(S(O)(=O)=O)=CC=CC=1, predict the reaction product. The product is: [CH2:10]([C:12]1([CH2:17][CH3:18])[CH2:1][O:2][C:3]2=[CH:4][S:5][CH:6]=[C:7]2[O:8][CH2:9]1)[CH3:11]. (3) Given the reactants [CH2:1]([SH:3])[CH3:2].[H-].[Na+].CS(O[CH:11]1[CH2:16][CH2:15][N:14]([C:17]([O:19][C:20]([CH3:23])([CH3:22])[CH3:21])=[O:18])[CH2:13][CH2:12]1)(=O)=O, predict the reaction product. The product is: [CH2:1]([S:3][CH:11]1[CH2:16][CH2:15][N:14]([C:17]([O:19][C:20]([CH3:23])([CH3:22])[CH3:21])=[O:18])[CH2:13][CH2:12]1)[CH3:2]. (4) Given the reactants [Cl:1][C:2]1[CH:32]=[CH:31][C:5]([O:6][C:7]2[CH:12]=[CH:11][C:10]([NH:13][CH:14]([C:17]3[CH:22]=[CH:21][CH:20]=[C:19]([O:23][CH2:24][C:25]4[CH:30]=[CH:29][CH:28]=[CH:27][CH:26]=4)[CH:18]=3)[C:15]#[N:16])=[CH:9][CH:8]=2)=[CH:4][CH:3]=1.[H-].[Al+3].[Li+].[H-].[H-].[H-], predict the reaction product. The product is: [Cl:1][C:2]1[CH:3]=[CH:4][C:5]([O:6][C:7]2[CH:12]=[CH:11][C:10]([NH:13][CH:14]([C:17]3[CH:22]=[CH:21][CH:20]=[C:19]([O:23][CH2:24][C:25]4[CH:30]=[CH:29][CH:28]=[CH:27][CH:26]=4)[CH:18]=3)[CH2:15][NH2:16])=[CH:9][CH:8]=2)=[CH:31][CH:32]=1.